Dataset: TCR-epitope binding with 47,182 pairs between 192 epitopes and 23,139 TCRs. Task: Binary Classification. Given a T-cell receptor sequence (or CDR3 region) and an epitope sequence, predict whether binding occurs between them. (1) The TCR CDR3 sequence is CASSPTSGSLFTNEQFF. Result: 1 (the TCR binds to the epitope). The epitope is KLGGALQAK. (2) The TCR CDR3 sequence is CASSFLGGLSTDTQYF. Result: 0 (the TCR does not bind to the epitope). The epitope is SLVKPSFYV. (3) The epitope is NLVPMVATV. The TCR CDR3 sequence is CSARGLAKNIQYF. Result: 0 (the TCR does not bind to the epitope). (4) The epitope is FTYASALWEI. The TCR CDR3 sequence is CASSDPGLTGSSYNSPLHF. Result: 0 (the TCR does not bind to the epitope). (5) The epitope is PROT_97E67BCC. The TCR CDR3 sequence is CASSPGASGVYEQYF. Result: 1 (the TCR binds to the epitope). (6) The epitope is YFPLQSYGF. The TCR CDR3 sequence is CASSLGGARVLF. Result: 0 (the TCR does not bind to the epitope).